This data is from Full USPTO retrosynthesis dataset with 1.9M reactions from patents (1976-2016). The task is: Predict the reactants needed to synthesize the given product. (1) Given the product [Br:13][CH2:4][C:3]1[CH:6]=[C:7]([N+:10]([O-:12])=[O:11])[CH:8]=[CH:9][C:2]=1[F:1], predict the reactants needed to synthesize it. The reactants are: [F:1][C:2]1[CH:9]=[CH:8][C:7]([N+:10]([O-:12])=[O:11])=[CH:6][C:3]=1[CH2:4]O.[Br:13]C(Br)(Br)Br.C1(P(C2C=CC=CC=2)C2C=CC=CC=2)C=CC=CC=1. (2) Given the product [CH3:8][C:4]1[C:3]([CH3:9])=[C:2]([B:10]([OH:15])[OH:11])[CH:7]=[CH:6][N:5]=1, predict the reactants needed to synthesize it. The reactants are: Br[C:2]1[CH:7]=[CH:6][N:5]=[C:4]([CH3:8])[C:3]=1[CH3:9].[B:10](OC(C)C)([O:15]C(C)C)[O:11]C(C)C.[Li]CCCC. (3) Given the product [N+:1]([C:4]1[CH:14]=[C:13]2[C:7]([CH2:8][CH2:9][C:10](=[O:12])[CH2:11]2)=[CH:6][CH:5]=1)([O-:3])=[O:2], predict the reactants needed to synthesize it. The reactants are: [N+:1]([C:4]1[CH:14]=[C:13]2[C:7]([CH2:8][CH2:9][CH:10]3[O:12][CH:11]32)=[CH:6][CH:5]=1)([O-:3])=[O:2]. (4) The reactants are: [N:1]1[CH:6]=[CH:5][CH:4]=[CH:3][C:2]=1[C:7]([C@H:9]1[O:14][CH2:13][CH2:12][N:11]([C:15]([O:17][C:18]([CH3:21])([CH3:20])[CH3:19])=[O:16])[CH2:10]1)=[O:8].C([O-])([O-])=O.[K+].[K+]. Given the product [OH:8][C@H:7]([C:2]1[CH:3]=[CH:4][CH:5]=[CH:6][N:1]=1)[C@H:9]1[O:14][CH2:13][CH2:12][N:11]([C:15]([O:17][C:18]([CH3:21])([CH3:20])[CH3:19])=[O:16])[CH2:10]1, predict the reactants needed to synthesize it. (5) Given the product [O:9]1[C:5]2([CH2:10][CH2:11][CH:2]([CH2:1][OH:21])[CH2:3][CH2:4]2)[O:6][CH2:7][CH2:8]1, predict the reactants needed to synthesize it. The reactants are: [CH2:1]=[C:2]1[CH2:11][CH2:10][C:5]2([O:9][CH2:8][CH2:7][O:6]2)[CH2:4][CH2:3]1.B1C2CCCC1CCC2.[OH-:21].[Na+].OO. (6) Given the product [CH2:29]([O:28][C:26](=[O:27])[NH:15][CH2:14][CH:11]1[CH2:10][C:9]2[CH:8]=[CH:7][CH:6]=[C:5]([C:1]([CH3:4])([CH3:2])[CH3:3])[C:13]=2[O:12]1)[C:30]1[CH:35]=[CH:34][CH:33]=[CH:32][CH:31]=1, predict the reactants needed to synthesize it. The reactants are: [C:1]([C:5]1[C:13]2[O:12][CH:11]([CH2:14][NH2:15])[CH2:10][C:9]=2[CH:8]=[CH:7][CH:6]=1)([CH3:4])([CH3:3])[CH3:2].C(N(C(C)C)CC)(C)C.Cl[C:26]([O:28][CH2:29][C:30]1[CH:35]=[CH:34][CH:33]=[CH:32][CH:31]=1)=[O:27].C(OC(=O)NCC1CC2C=CC=C(C3CCCC3)C=2O1)C1C=CC=CC=1. (7) Given the product [CH2:1]([O:8][C:9]1[CH:18]=[C:17]2[C:12]([C:13](=[O:51])[C:14]([O:41][CH2:42][P:43](=[O:47])([OH:50])[O:44][CH2:45][CH3:46])=[C:15]([C:19]3[CH:24]=[CH:23][C:22]([O:25][CH2:26][C:27]4[CH:32]=[CH:31][CH:30]=[CH:29][CH:28]=4)=[C:21]([O:33][CH2:34][C:35]4[CH:36]=[CH:37][CH:38]=[CH:39][CH:40]=4)[CH:20]=3)[O:16]2)=[CH:11][CH:10]=1)[C:2]1[CH:3]=[CH:4][CH:5]=[CH:6][CH:7]=1, predict the reactants needed to synthesize it. The reactants are: [CH2:1]([O:8][C:9]1[CH:18]=[C:17]2[C:12]([C:13](=[O:51])[C:14]([O:41][CH2:42][P:43](=[O:50])([O:47]CC)[O:44][CH2:45][CH3:46])=[C:15]([C:19]3[CH:24]=[CH:23][C:22]([O:25][CH2:26][C:27]4[CH:32]=[CH:31][CH:30]=[CH:29][CH:28]=4)=[C:21]([O:33][CH2:34][C:35]4[CH:40]=[CH:39][CH:38]=[CH:37][CH:36]=4)[CH:20]=3)[O:16]2)=[CH:11][CH:10]=1)[C:2]1[CH:7]=[CH:6][CH:5]=[CH:4][CH:3]=1.C[Si](Br)(C)C. (8) Given the product [F:32][C:29]([F:30])([F:31])[C:38]([OH:37])=[O:35].[CH3:34][O:33][C:15]1[N:14]=[C:13]([N:8]2[CH2:9][CH2:10][CH2:11][CH2:12][CH:7]2[C:5]([OH:6])=[O:4])[CH:18]=[C:17]([NH:19][CH2:20][CH2:21][C:22]2[CH:23]=[CH:24][C:25]([O:28][C:29]([F:31])([F:32])[F:30])=[CH:26][CH:27]=2)[N:16]=1, predict the reactants needed to synthesize it. The reactants are: Cl.C([O:4][C:5]([CH:7]1[CH2:12][CH2:11][CH2:10][CH2:9][N:8]1[C:13]1[CH:18]=[C:17]([NH:19][CH2:20][CH2:21][C:22]2[CH:27]=[CH:26][C:25]([O:28][C:29]([F:32])([F:31])[F:30])=[CH:24][CH:23]=2)[N:16]=[C:15]([O:33][CH3:34])[N:14]=1)=[O:6])C.[OH-:35].[Na+].[OH2:37].[CH3:38]O.